From a dataset of Experimentally validated miRNA-target interactions with 360,000+ pairs, plus equal number of negative samples. Binary Classification. Given a miRNA mature sequence and a target amino acid sequence, predict their likelihood of interaction. (1) The protein sequence of the target gene is MCGRTSCHLPRDVLTRACAYQDRRGQQRLPEWRDPDKYCPSYNKSPQSNSPVLLSRLHFEKDADSSERIIAPMRWGLVPSWFKESDPSKLQFNTTNCRSDTVMEKRSFKVPLGKGRRCVVLADGFYEWQRCQGTNQRQPYFIYFPQIKTEKSGSIGAADSPENWEKVWDNWRLLTMAGIFDCWEPPEGGDVLYSYTIITVDSCKGLSDIHHRMPAILDGEEAVSKWLDFGEVSTQEALKLIHPTENITFHAVSSVVNNSRNNTPECLAPVDLVVKKELRASGSSQRMLQWLATKSPKKED.... Result: 0 (no interaction). The miRNA is hsa-miR-4755-3p with sequence AGCCAGGCUCUGAAGGGAAAGU. (2) The miRNA is cel-miR-354-3p with sequence ACCUUGUUUGUUGCUGCUCCU. Result: 0 (no interaction). The protein sequence of the target gene is MELYETSPYFYQEPHFYDGENYLPVHLQGFEPPGYERTELSLSPEARGPLEEKGLGTPEHCPGQCLPWACKVCKRKSVSVDRRRAATLREKRRLKKVNEAFEALKRSTLLNPNQRLPKVEILRSAIQYIERLQALLSSLNQEERDLRYRGGGGPQPMVPSECNSHSASCSPEWGNALEFGPNPGDHLLAADPTDAHNLHSLTSIVDSITVEDMSVAFPDETMPN. (3) The miRNA is mmu-miR-1928 with sequence AGCUACAUUGCCAGCUC. The protein sequence of the target gene is MKKTPVFLESLVTNMLRLRAICPFSWRVFQFRPISCEPLIIQMNKCTDEEQMFGFIERNKAILSEKQVGCAFDMLWKLQKQKTSLLKNAEYVRDHPQFLTLHNLATNKFKLMNDDTLVNVLYVTQQFAGEAHDPLVEALVTEAWRRLERFDIKLLSEFSSCLADQHLYFSPLMGKIADIVHRNLETTQDLSSLSVLMVNISSLISRHFQQQLVNKTELLFDTIDSSEVNVAKSIAKFLRNVRYRYQPLLERCNNVFLSNVDHLDLDSISKILSVYKFLQFNSFEFIIMAKKKLTEMIPLC.... Result: 0 (no interaction).